From a dataset of Full USPTO retrosynthesis dataset with 1.9M reactions from patents (1976-2016). Predict the reactants needed to synthesize the given product. (1) The reactants are: [N+:1]([C:4]1[CH:9]=[CH:8][CH:7]=[CH:6][C:5]=1[C:10]1([CH2:16][S:17]([N:20]([C:22]2[CH:27]=[CH:26][C:25]([N:28]3[C:34](=[O:35])[CH2:33][C:32](=[O:36])[NH:31][C:30]4[C:37]5[C:42]([CH:43]=[CH:44][C:29]3=4)=[CH:41][CH:40]=[CH:39][CH:38]=5)=[CH:24][CH:23]=2)[CH3:21])(=[O:19])=[O:18])[CH:15]=[CH:14][CH:13]=[CH:12][CH2:11]1)([O-])=O.O.O.[Sn](Cl)Cl. Given the product [NH2:1][C:4]1[CH:9]=[CH:8][CH:7]=[CH:6][C:5]=1[C:10]1([CH2:16][S:17]([N:20]([C:22]2[CH:27]=[CH:26][C:25]([N:28]3[C:34](=[O:35])[CH2:33][C:32](=[O:36])[NH:31][C:30]4[C:37]5[C:42]([CH:43]=[CH:44][C:29]3=4)=[CH:41][CH:40]=[CH:39][CH:38]=5)=[CH:24][CH:23]=2)[CH3:21])(=[O:19])=[O:18])[CH:11]=[CH:12][CH:13]=[CH:14][CH2:15]1, predict the reactants needed to synthesize it. (2) The reactants are: C(O)(=O)C(C)(C)C.[C:8]1([C:14]2([C:34]3[CH:39]=[CH:38][CH:37]=[CH:36][CH:35]=3)[C:26]3[CH:25]=[C:24]([NH:27][C:28]4[CH:33]=[CH:32][CH:31]=[CH:30][CH:29]=4)[CH:23]=[CH:22][C:21]=3[C:20]3[C:15]2=[CH:16][CH:17]=[CH:18][CH:19]=3)[CH:13]=[CH:12][CH:11]=[CH:10][CH:9]=1.C(=O)([O-])[O-].[K+].[K+].C([O-])([O-])=O.[Na+].[Na+]. Given the product [C:34]1([C:14]2([C:8]3[CH:9]=[CH:10][CH:11]=[CH:12][CH:13]=3)[C:26]3=[CH:25][C:24]4[NH:27][C:28]5[C:29]([C:23]=4[CH:22]=[C:21]3[C:20]3[C:15]2=[CH:16][CH:17]=[CH:18][CH:19]=3)=[CH:30][CH:31]=[CH:32][CH:33]=5)[CH:35]=[CH:36][CH:37]=[CH:38][CH:39]=1, predict the reactants needed to synthesize it. (3) Given the product [Cl:1][C:2]1[CH:7]=[C:6]([C:8]2[S:9][C:10]([C:13]3[N:14]=[C:15]4[C:20]([Cl:21])=[CH:19][C:18]([C:22]([F:23])([F:25])[F:24])=[CH:17][N:16]4[CH:26]=3)=[N:11][N:12]=2)[C:5]([Cl:27])=[CH:4][C:3]=1[O:28][CH2:46][C@@H:47]1[CH2:51][O:50][C:49](=[O:52])[NH:48]1, predict the reactants needed to synthesize it. The reactants are: [Cl:1][C:2]1[CH:7]=[C:6]([C:8]2[S:9][C:10]([C:13]3[N:14]=[C:15]4[C:20]([Cl:21])=[CH:19][C:18]([C:22]([F:25])([F:24])[F:23])=[CH:17][N:16]4[CH:26]=3)=[N:11][N:12]=2)[C:5]([Cl:27])=[CH:4][C:3]=1[OH:28].C([O-])([O-])=O.[K+].[K+].CC1C=CC(S(O[CH2:46][CH:47]2[CH2:51][O:50][C:49](=[O:52])[NH:48]2)(=O)=O)=CC=1. (4) Given the product [Cl:1][C:2]1[CH:3]=[CH:4][C:5]([C:28]([F:30])([F:31])[F:29])=[C:6]([CH:27]=1)[CH2:7][N:8]1[CH2:13][CH2:12][NH:11][C:10]2[N:14]=[CH:15][C:16]([C:18]3[CH:19]=[CH:20][C:21]([C:22]([NH:32][CH:33]4[CH2:38][CH2:37][N:36]([CH3:39])[CH2:35][CH2:34]4)=[O:23])=[CH:25][CH:26]=3)=[CH:17][C:9]1=2, predict the reactants needed to synthesize it. The reactants are: [Cl:1][C:2]1[CH:3]=[CH:4][C:5]([C:28]([F:31])([F:30])[F:29])=[C:6]([CH:27]=1)[CH2:7][N:8]1[CH2:13][CH2:12][NH:11][C:10]2[N:14]=[CH:15][C:16]([C:18]3[CH:26]=[CH:25][C:21]([C:22](O)=[O:23])=[CH:20][CH:19]=3)=[CH:17][C:9]1=2.[NH2:32][CH:33]1[CH2:38][CH2:37][N:36]([CH3:39])[CH2:35][CH2:34]1. (5) Given the product [Br:1][C:2]1[S:6][C:5]([C:7]2[C:8]([CH3:13])=[CH:9][N:18]=[C:16]([S:17][CH3:19])[N:15]=2)=[CH:4][CH:3]=1, predict the reactants needed to synthesize it. The reactants are: [Br:1][C:2]1[S:6][C:5]([C:7](=O)[C:8]([CH3:13])=[CH:9]N(C)C)=[CH:4][CH:3]=1.[NH2:15][C:16]([NH2:18])=[S:17].[CH3:19]C(C)([O-])C.[K+].IC. (6) Given the product [F:12][C:8]1[CH:7]=[C:6]([CH:11]=[CH:10][CH:9]=1)[O:5][CH2:4][CH2:3][CH2:2][N:27]1[CH2:28][CH2:29][CH:24]([C:20]2[CH:19]=[C:18]([NH:17][C:15](=[O:16])[CH:14]([CH3:13])[CH3:30])[CH:23]=[CH:22][CH:21]=2)[CH2:25][CH2:26]1, predict the reactants needed to synthesize it. The reactants are: Cl[CH2:2][CH2:3][CH2:4][O:5][C:6]1[CH:11]=[CH:10][CH:9]=[C:8]([F:12])[CH:7]=1.[CH3:13][CH:14]([CH3:30])[C:15]([NH:17][C:18]1[CH:23]=[CH:22][CH:21]=[C:20]([CH:24]2[CH2:29][CH2:28][NH:27][CH2:26][CH2:25]2)[CH:19]=1)=[O:16]. (7) Given the product [Br:1][C:2]1[C:10]([CH2:11][CH3:12])=[C:9]2[C:5]([C:6]3[CH2:16][CH2:15][O:14][C:13]([CH2:19][C:20]([OH:22])=[O:21])([CH2:17][CH3:18])[C:7]=3[NH:8]2)=[CH:4][CH:3]=1, predict the reactants needed to synthesize it. The reactants are: [Br:1][C:2]1[C:10]([CH2:11][CH3:12])=[C:9]2[C:5]([C:6]3[CH2:16][CH2:15][O:14][C:13]([CH2:19][C:20]([O:22]CC)=[O:21])([CH2:17][CH3:18])[C:7]=3[NH:8]2)=[CH:4][CH:3]=1.O.[OH-].[Li+].O.